This data is from TCR-epitope binding with 47,182 pairs between 192 epitopes and 23,139 TCRs. The task is: Binary Classification. Given a T-cell receptor sequence (or CDR3 region) and an epitope sequence, predict whether binding occurs between them. (1) The epitope is TLIGDCATV. The TCR CDR3 sequence is CATRDSTNTEAFF. Result: 1 (the TCR binds to the epitope). (2) Result: 1 (the TCR binds to the epitope). The TCR CDR3 sequence is CASSYYGTFTGELFF. The epitope is VTIAEILLI. (3) The epitope is RLRAEAQVK. The TCR CDR3 sequence is CSARLPRLAGNEQFF. Result: 1 (the TCR binds to the epitope).